From a dataset of Full USPTO retrosynthesis dataset with 1.9M reactions from patents (1976-2016). Predict the reactants needed to synthesize the given product. (1) The reactants are: [N+:1]([C:4]1[CH:9]=[CH:8][C:7]([C:10]2[N:11]=[C:12]3[C:17]([CH3:18])=[CH:16][CH:15]=[CH:14][N:13]3[CH:19]=2)=[CH:6][CH:5]=1)([O-])=O.C1CC=CCC=1. Given the product [NH2:1][C:4]1[CH:5]=[CH:6][C:7]([C:10]2[N:11]=[C:12]3[C:17]([CH3:18])=[CH:16][CH:15]=[CH:14][N:13]3[CH:19]=2)=[CH:8][CH:9]=1, predict the reactants needed to synthesize it. (2) Given the product [CH3:15][S:16]([O:7][CH:3]1[CH2:4][CH2:5][CH2:6][CH:2]1[CH3:1])(=[O:18])=[O:17], predict the reactants needed to synthesize it. The reactants are: [CH3:1][CH:2]1[CH2:6][CH2:5][CH2:4][CH:3]1[OH:7].C(N(CC)CC)C.[CH3:15][S:16](Cl)(=[O:18])=[O:17].